Task: Predict the reaction yield, written as a fraction of the theoretical maximum amount of product (1.0 means a 100% yield; for example, 0.34 means a 34% yield).. Dataset: Reaction yield outcomes from USPTO patents with 853,638 reactions (1) The reactants are [NH2:1][CH2:2][C:3]([CH3:6])([OH:5])[CH3:4].S=[C:8]1[CH2:12][S:11][C:10](=[O:13])[NH:9]1.[CH:14]([C:16]1[CH:34]=[CH:33][C:19]([O:20][C:21]2[CH:28]=[CH:27][C:24]([C:25]#[N:26])=[CH:23][C:22]=2[C:29]([F:32])([F:31])[F:30])=[C:18]([O:35][CH3:36])[CH:17]=1)=O.CC(C)([O-])C.[K+].[Cl-].[NH4+]. The catalyst is C(O)C. The product is [OH:5][C:3]([CH3:6])([CH3:4])[CH2:2][NH:1][C:8]1=[N:9][C:10](=[O:13])[S:11]/[C:12]/1=[CH:14]\[C:16]1[CH:34]=[CH:33][C:19]([O:20][C:21]2[CH:28]=[CH:27][C:24]([C:25]#[N:26])=[CH:23][C:22]=2[C:29]([F:30])([F:31])[F:32])=[C:18]([O:35][CH3:36])[CH:17]=1. The yield is 0.130. (2) The catalyst is C(O)C. The reactants are [Cl:1][C:2]1[CH:3]=[C:4]([C:8]2[CH:13]=[CH:12][C:11]([C:14](OC)=[O:15])=[C:10]([O:18][CH3:19])[CH:9]=2)[CH:5]=[CH:6][CH:7]=1.O.[NH2:21][NH2:22].O. The product is [Cl:1][C:2]1[CH:3]=[C:4]([C:8]2[CH:13]=[CH:12][C:11]([C:14]([NH:21][NH2:22])=[O:15])=[C:10]([O:18][CH3:19])[CH:9]=2)[CH:5]=[CH:6][CH:7]=1. The yield is 0.870.